From a dataset of Catalyst prediction with 721,799 reactions and 888 catalyst types from USPTO. Predict which catalyst facilitates the given reaction. (1) Product: [F:23][C:24]1[CH:25]=[C:26]([NH:30][C:31]([NH:1][C:2]2[CH:7]=[C:6]([F:8])[C:5]([F:9])=[C:4]([C:10]([C:12]3[CH:13]=[C:14]4[C:19](=[CH:20][CH:21]=3)[N:18]=[CH:17][CH:16]=[CH:15]4)=[O:11])[C:3]=2[F:22])=[O:32])[CH:27]=[CH:28][CH:29]=1. Reactant: [NH2:1][C:2]1[C:3]([F:22])=[C:4]([C:10]([C:12]2[CH:13]=[C:14]3[C:19](=[CH:20][CH:21]=2)[N:18]=[CH:17][CH:16]=[CH:15]3)=[O:11])[C:5]([F:9])=[C:6]([F:8])[CH:7]=1.[F:23][C:24]1[CH:29]=[CH:28][CH:27]=[C:26]([N:30]=[C:31]=[O:32])[CH:25]=1. The catalyst class is: 2. (2) Reactant: [H-].[Na+].[C:3]1([OH:9])[CH:8]=[CH:7][CH:6]=[CH:5][CH:4]=1.[CH2:10]([O:12][C:13](=[O:22])[C:14]1[C:19](Cl)=[CH:18][C:17]([Cl:21])=[N:16][CH:15]=1)[CH3:11]. Product: [CH2:10]([O:12][C:13](=[O:22])[C:14]1[C:19]([O:9][C:3]2[CH:8]=[CH:7][CH:6]=[CH:5][CH:4]=2)=[CH:18][C:17]([Cl:21])=[N:16][CH:15]=1)[CH3:11]. The catalyst class is: 9.